This data is from Experimentally validated miRNA-target interactions with 360,000+ pairs, plus equal number of negative samples. The task is: Binary Classification. Given a miRNA mature sequence and a target amino acid sequence, predict their likelihood of interaction. (1) The miRNA is mmu-miR-127-3p with sequence UCGGAUCCGUCUGAGCUUGGCU. The protein sequence of the target gene is MSFDPNLLHNNGHNGYPNGTSAALRETGVIEKLLTSYGFIQCSERQARLFFHCSQYNGNLQDLKVGDDVEFEVSSDRRTGKPIAIKLVKIKPEIHPEERMNGQVVCAVPHNLESKSPAAPGQSPTGSVCYERNGEVFYLTYTSEDVEGNVQLETGDKINFVIDNNKHTGAVSARNIMLLKKKQARCQGVVCAMKEAFGFIERGDVVKEIFFHYSEFKGDLETLQPGDDVEFTIKDRNGKEVATDVRLLPQGTVIFEDISIEHFEGTVTKVIPKVPSKNQNDPLPGRIKVDFVIPKELPFG.... Result: 0 (no interaction). (2) The miRNA is hsa-miR-6759-3p with sequence UGACCUUUGCCUCUCCCCUCAG. The protein sequence of the target gene is MADLRQLMDNEVLMAFTSYATIILTKMMFMSSATAFQRITNKVFANPEDCAGFGKGENAKKFVRTDEKVERVRRAHLNDLENIVPFLGIGLLYSLSGPDLSTALMHFRIFVGARIYHTIAYLTPLPQPNRGLAFFVGYGVTLSMAYRLLRSRLYL. Result: 0 (no interaction). (3) The miRNA is hsa-miR-4797-3p with sequence UCUCAGUAAGUGGCACUCUGU. The protein sequence of the target gene is MECRDMELADDYQSPFDFDSGVNKNYLYLSPSGNTSPPGSPTQNVGLLKTEPVAEEGEDAVTMLSAPEALTEEEQEELRRELTKVEEEIQTLSQVLAAKEKHLAELKRKLGISSLQEFKQNIAKGWQDVTATNAYKKTSETLSQAGQKASAAFSSVGSVITKKLEDVKNSPTFKSFEEKVENLKSKVGGAKPAGGDFGEVLNSTANATSTMTTEPPPEQMTESP. Result: 0 (no interaction). (4) The miRNA is rno-miR-342-3p with sequence UCUCACACAGAAAUCGCACCCGU. The protein sequence of the target gene is MANSMNGRNPGGRGGNPRKGRILGIIDAIQDAVGPPKQAAADRRTVEKTWKLMDKVVRLCQNPKLQLKNSPPYILDILPDTYQHLRLILSKYDDNQKLAQLSENEYFKIYIDSLMKKSKRAIRLFKEGKERMYEEQSQDRRNLTKLSLIFSHMLAEIKAIFPNGQFQGDNFRITKADAAEFWRKFFGDKTIVPWKVFRQCLHEVHQISSGLEAMALKSTIDLTCNDYISVFEFDIFTRLFQPWGSILRNWNFLAVTHPGYMAFLTYDEVKARLQKYSTKPGSYIFRLSCTRLGQWAIGYV.... Result: 0 (no interaction). (5) The protein sequence of the target gene is MAEAGLRGWLLWALLLRLAQSEPYTTIHQPGYCAFYDECGKNPELSGSLMTLSNVSCLSNTPARKITGDHLILLQKICPRLYTGPNTQACCSAKQLVSLEASLSITKALLTRCPACSDNFVNLHCHNTCSPNQSLFINVTRVAQLGAGQLPAVVAYEAFYQHSFAEQSYDSCSRVRVPAAATLAVGTMCGVYGSALCNAQRWLNFQGDTGNGLAPLDITFHLLEPGQAVGSGIQPLNEGVARCNESQGDDVATCSCQDCAASCPAIARPQALDSTFYLGQMPGSLVLIIILCSVFAVVTI.... Result: 1 (interaction). The miRNA is hsa-miR-4728-5p with sequence UGGGAGGGGAGAGGCAGCAAGCA. (6) The miRNA is hsa-miR-6715b-3p with sequence CUCAAACCGGCUGUGCCUGUGG. The protein sequence of the target gene is MASPSKGNDLFSPDEEGPAVVAGPGPGPGGAEGAAEERRVKVSSLPFSVEALMSDKKPPKEASPLPAESASAGATLRPLLLSGHGAREAHSPGPLVKPFETASVKSENSEDGAAWMQEPGRYSPPPRHMSPTTCTLRKHKTNRKPRTPFTTSQLLALERKFRQKQYLSIAERAEFSSSLNLTETQVKIWFQNRRAKAKRLQEAELEKLKMAAKPMLPSSFSLPFPISSPLQAASIYGASYPFHRPVLPIPPVGLYATPVGYGMYHLS. Result: 0 (no interaction). (7) The miRNA is hsa-miR-6894-5p with sequence AGGAGGAUGGAGAGCUGGGCCAGA. The protein sequence of the target gene is MQRLGGILLCTLLAAAVPTAPAPSPTVTWTPAEPGPALNYPQEEATLNEMFREVEELMEDTQHKLRSAVEEMEAEEAAAKTSSEVNLASLPPNYHNETSTETRVGNNTVHVHQEVHKITNNQSGQVVFSETVITSVGDEEGKRSHECIIDEDCGPTRYCQFSSFKYTCQPCRDQQMLCTRDSECCGDQLCAWGHCTQKATKGGNGTICDNQRDCQPGLCCAFQRGLLFPVCTPLPVEGELCHDPTSQLLDLITWELEPEGALDRCPCASGLLCQPHSHSLVYMCKPAFVGSHDHSEESQL.... Result: 0 (no interaction).